Task: Predict the product of the given reaction.. Dataset: Forward reaction prediction with 1.9M reactions from USPTO patents (1976-2016) (1) Given the reactants C([Li])CCC.CCCCCC.[C:12]([C:18]1[N:19]=[CH:20][N:21]2[CH:25]=[CH:24][S:23][C:22]=12)(=[O:17])[C:13]([CH3:16])([CH3:15])[CH3:14].[CH2:26]([Sn:30](Cl)([CH2:35][CH2:36][CH2:37][CH3:38])[CH2:31][CH2:32][CH2:33][CH3:34])[CH2:27][CH2:28][CH3:29].[Cl-].[NH4+], predict the reaction product. The product is: [C:12]([C:18]1[N:19]=[CH:20][N:21]2[CH:25]=[C:24]([Sn:30]([CH2:31][CH2:32][CH2:33][CH3:34])([CH2:35][CH2:36][CH2:37][CH3:38])[CH2:26][CH2:27][CH2:28][CH3:29])[S:23][C:22]=12)(=[O:17])[C:13]([CH3:16])([CH3:15])[CH3:14]. (2) Given the reactants [CH:1]([C:3]1[CH:8]=[C:7]([CH3:9])[C:6](OS(C(F)(F)F)(=O)=O)=[C:5]([CH3:18])[CH:4]=1)=[O:2].[F:19][C:20]([F:31])([F:30])[C:21]1[CH:26]=[CH:25][C:24](B(O)O)=[CH:23][CH:22]=1.[Li+].[Cl-].C([O-])([O-])=O.[K+].[K+], predict the reaction product. The product is: [CH3:18][C:5]1[CH:4]=[C:3]([CH:1]=[O:2])[CH:8]=[C:7]([CH3:9])[C:6]=1[C:24]1[CH:25]=[CH:26][C:21]([C:20]([F:31])([F:30])[F:19])=[CH:22][CH:23]=1. (3) The product is: [Si:1]([O:8][C@@H:9]1[CH2:10][C:11](=[O:16])[N:12]([C:18]2[CH:25]=[CH:24][C:21]([C:22]#[N:23])=[C:20]([Cl:26])[CH:19]=2)[C@H:13]1[CH2:14][CH3:15])([C:4]([CH3:7])([CH3:6])[CH3:5])([CH3:3])[CH3:2]. Given the reactants [Si:1]([O:8][C@H:9]1[C@H:13]([CH2:14][CH3:15])[NH:12][C:11](=[O:16])[CH2:10]1)([C:4]([CH3:7])([CH3:6])[CH3:5])([CH3:3])[CH3:2].Br[C:18]1[CH:25]=[CH:24][C:21]([C:22]#[N:23])=[C:20]([Cl:26])[CH:19]=1.C(=O)([O-])[O-].[Cs+].[Cs+].C1(P(C2C=CC=CC=2)C2C3OC4C(=CC=CC=4P(C4C=CC=CC=4)C4C=CC=CC=4)C(C)(C)C=3C=CC=2)C=CC=CC=1, predict the reaction product. (4) The product is: [CH:1]([O:4][C:5](=[O:24])[C:6]1[CH:11]=[CH:10][C:9]([C:12]#[CH:13])=[CH:8][C:7]=1[CH2:18][N:19]([CH:21]1[CH2:23][CH2:22]1)[CH3:20])([CH3:3])[CH3:2]. Given the reactants [CH:1]([O:4][C:5](=[O:24])[C:6]1[CH:11]=[CH:10][C:9]([C:12]#[C:13][Si](C)(C)C)=[CH:8][C:7]=1[CH2:18][N:19]([CH:21]1[CH2:23][CH2:22]1)[CH3:20])([CH3:3])[CH3:2].C(=O)([O-])[O-].[K+].[K+], predict the reaction product. (5) The product is: [OH:14][C:6]1[C:5]([Si:4]([CH:18]([CH3:20])[CH3:19])([CH:15]([CH3:17])[CH3:16])[CH:1]([CH3:2])[CH3:3])=[CH:12][C:26]([CH3:27])=[CH:8][C:7]=1[CH2:10][S:41][C@@H:34]1[CH2:35][CH2:36][CH2:37][CH2:38][CH2:39][CH2:40][C@H:33]1[S:42][CH2:8][C:7]1[CH:10]=[C:11]([CH3:13])[CH:12]=[C:5]([Si:4]([CH:15]([CH3:16])[CH3:17])([CH:1]([CH3:3])[CH3:2])[CH:18]([CH3:20])[CH3:19])[C:6]=1[OH:14]. Given the reactants [CH:1]([Si:4]([CH:18]([CH3:20])[CH3:19])([CH:15]([CH3:17])[CH3:16])[C:5]1[C:6]([OH:14])=[C:7]([CH:10]=[C:11]([CH3:13])[CH:12]=1)[CH2:8]O)([CH3:3])[CH3:2].C(N([CH2:26][CH3:27])CC)C.CS(Cl)(=O)=O.[C@@H:33]1([SH:42])[CH2:40][CH2:39][CH2:38][CH2:37][CH2:36][CH2:35][C@H:34]1[SH:41].[Cl-].[NH4+], predict the reaction product. (6) Given the reactants Cl[C:2]1[O:3][CH:4]=[C:5]([C:7]2[CH:12]=[CH:11][C:10]([S:13][C:14]3[CH:19]=[CH:18][CH:17]=[CH:16][C:15]=3[CH:20]([CH3:22])[CH3:21])=[C:9]([C:23]([F:26])([F:25])[F:24])[CH:8]=2)[N:6]=1.C(N1[CH2:35][CH2:34][NH:33][CH2:32][CH2:31]1)(=O)C.[C:36]1(C)C=CC=CC=1, predict the reaction product. The product is: [CH:20]([C:15]1[CH:16]=[CH:17][CH:18]=[CH:19][C:14]=1[S:13][C:10]1[CH:11]=[CH:12][C:7]([C:5]2[N:6]=[C:2]([N:33]3[CH2:32][CH2:31][CH2:36][CH2:35][CH2:34]3)[O:3][CH:4]=2)=[CH:8][C:9]=1[C:23]([F:26])([F:25])[F:24])([CH3:22])[CH3:21].